From a dataset of Forward reaction prediction with 1.9M reactions from USPTO patents (1976-2016). Predict the product of the given reaction. (1) Given the reactants O1CCCC1.[CH3:6][C:7]1([CH3:19])[C:11]([CH3:13])([CH3:12])[O:10][B:9]([C:14]2[CH:15]=[N:16][NH:17][CH:18]=2)[O:8]1.[H-].[Na+].[CH3:22][Si:23]([CH3:30])([CH3:29])[CH2:24][CH2:25][O:26][CH2:27]Cl, predict the reaction product. The product is: [CH3:6][C:7]1([CH3:19])[C:11]([CH3:12])([CH3:13])[O:10][B:9]([C:14]2[CH:18]=[N:17][N:16]([CH2:27][O:26][CH2:25][CH2:24][Si:23]([CH3:30])([CH3:29])[CH3:22])[CH:15]=2)[O:8]1. (2) Given the reactants [Br:1][C:2]1[N:7]=[C:6]([NH:8][CH2:9][CH:10]2[CH2:15][CH2:14][O:13][CH2:12][CH2:11]2)[CH:5]=[CH:4][CH:3]=1.[Cl:16]N1C(=O)CCC1=O, predict the reaction product. The product is: [Br:1][C:2]1[N:7]=[C:6]([NH:8][CH2:9][CH:10]2[CH2:15][CH2:14][O:13][CH2:12][CH2:11]2)[CH:5]=[CH:4][C:3]=1[Cl:16]. (3) Given the reactants [CH:1]([NH:4][C:5]1[N:10]=[C:9]([C:11]2[C:19]3[C:14](=[CH:15][CH:16]=[C:17]([C:20]4[N:24]=[C:23]([NH:25]C(=O)OC(C)(C)C)[S:22][N:21]=4)[CH:18]=3)[N:13]([S:33]([C:36]3[CH:42]=[CH:41][C:39]([CH3:40])=[CH:38][CH:37]=3)(=[O:35])=[O:34])[CH:12]=2)[CH:8]=[N:7][CH:6]=1)([CH3:3])[CH3:2].C(O)(C(F)(F)F)=O, predict the reaction product. The product is: [CH:1]([NH:4][C:5]1[N:10]=[C:9]([C:11]2[C:19]3[C:14](=[CH:15][CH:16]=[C:17]([C:20]4[N:24]=[C:23]([NH2:25])[S:22][N:21]=4)[CH:18]=3)[N:13]([S:33]([C:36]3[CH:37]=[CH:38][C:39]([CH3:40])=[CH:41][CH:42]=3)(=[O:34])=[O:35])[CH:12]=2)[CH:8]=[N:7][CH:6]=1)([CH3:3])[CH3:2]. (4) Given the reactants [Br:1][C:2]1[CH:3]=[C:4]([C:9]([F:12])([F:11])[F:10])[CH:5]=[CH:6][C:7]=1[OH:8].[CH2:13](Br)[C:14]1[CH:19]=[CH:18][CH:17]=[CH:16][CH:15]=1.C(=O)([O-])[O-].[K+].[K+].C(OCC)C, predict the reaction product. The product is: [CH2:13]([O:8][C:7]1[CH:6]=[CH:5][C:4]([C:9]([F:10])([F:11])[F:12])=[CH:3][C:2]=1[Br:1])[C:14]1[CH:19]=[CH:18][CH:17]=[CH:16][CH:15]=1. (5) The product is: [C:1]([O:5][C:6]1[CH:7]=[C:8]([C@@H:19]2[CH2:20][O:22]2)[C:9]2[S:13][C:12]([O:14][CH:15]([CH3:17])[CH3:16])=[N:11][C:10]=2[CH:18]=1)([CH3:4])([CH3:3])[CH3:2]. Given the reactants [C:1]([O:5][C:6]1[CH:7]=[C:8]([C@@H:19]([OH:22])[CH2:20]Cl)[C:9]2[S:13][C:12]([O:14][CH:15]([CH3:17])[CH3:16])=[N:11][C:10]=2[CH:18]=1)([CH3:4])([CH3:3])[CH3:2].[OH-].[Na+], predict the reaction product.